Dataset: Peptide-MHC class I binding affinity with 185,985 pairs from IEDB/IMGT. Task: Regression. Given a peptide amino acid sequence and an MHC pseudo amino acid sequence, predict their binding affinity value. This is MHC class I binding data. (1) The peptide sequence is MTYLDGHPV. The MHC is HLA-B18:01 with pseudo-sequence HLA-B18:01. The binding affinity (normalized) is 0.0847. (2) The peptide sequence is STSPTRTWKV. The MHC is HLA-A02:01 with pseudo-sequence HLA-A02:01. The binding affinity (normalized) is 0.389.